From a dataset of Full USPTO retrosynthesis dataset with 1.9M reactions from patents (1976-2016). Predict the reactants needed to synthesize the given product. (1) Given the product [CH3:33][O:32][C:29]1[CH:28]=[CH:27][C:26]([CH2:25][N:15]([CH2:16][C:17]2[CH:22]=[CH:21][C:20]([O:23][CH3:24])=[CH:19][CH:18]=2)[C:10]2[N:9]=[C:8]([C:3]3[CH:4]=[CH:5][CH:6]=[CH:7][C:2]=3[NH:1][C:39]3[CH:40]=[N:41][C:36]([O:35][CH3:34])=[CH:37][CH:38]=3)[N:13]=[C:12]([CH3:14])[N:11]=2)=[CH:31][CH:30]=1, predict the reactants needed to synthesize it. The reactants are: [NH2:1][C:2]1[CH:7]=[CH:6][CH:5]=[CH:4][C:3]=1[C:8]1[N:13]=[C:12]([CH3:14])[N:11]=[C:10]([N:15]([CH2:25][C:26]2[CH:31]=[CH:30][C:29]([O:32][CH3:33])=[CH:28][CH:27]=2)[CH2:16][C:17]2[CH:22]=[CH:21][C:20]([O:23][CH3:24])=[CH:19][CH:18]=2)[N:9]=1.[CH3:34][O:35][C:36]1[N:41]=[CH:40][C:39](B(O)O)=[CH:38][CH:37]=1.C(N(C(C)C)CC)(C)C. (2) Given the product [NH2:1][C:2]1[N:7]=[CH:6][N:5]=[C:4]([C:8]2[C:9]([CH3:28])=[C:10]([NH:15][C:16](=[O:27])[C:17]3[CH:22]=[CH:21][C:20]([CH:23]4[CH2:25][CH2:24]4)=[CH:19][C:18]=3[F:26])[CH:11]=[C:12]([F:14])[CH:13]=2)[C:3]=1[O:29][CH2:30][C@@H:31]([NH:33][CH3:34])[CH3:32], predict the reactants needed to synthesize it. The reactants are: [NH2:1][C:2]1[N:7]=[CH:6][N:5]=[C:4]([C:8]2[C:9]([CH3:28])=[C:10]([NH:15][C:16](=[O:27])[C:17]3[CH:22]=[CH:21][C:20]([CH:23]4[CH2:25][CH2:24]4)=[CH:19][C:18]=3[F:26])[CH:11]=[C:12]([F:14])[CH:13]=2)[C:3]=1[O:29][CH2:30][C@@H:31]([N:33](CC1C=CC=CC=1)[CH3:34])[CH3:32].